From a dataset of Forward reaction prediction with 1.9M reactions from USPTO patents (1976-2016). Predict the product of the given reaction. (1) Given the reactants [F:1][C:2]([F:30])([F:29])[C:3]1[CH:4]=[C:5]([CH:26]=[CH:27][CH:28]=1)[CH2:6][NH:7][C:8](=[O:25])[C:9]1[CH:14]=[CH:13][N:12]=[C:11]([C:15]2[CH:20]=[C:19]([F:21])[CH:18]=[CH:17][C:16]=2[N+:22]([O-])=O)[CH:10]=1, predict the reaction product. The product is: [F:30][C:2]([F:1])([F:29])[C:3]1[CH:4]=[C:5]([CH:26]=[CH:27][CH:28]=1)[CH2:6][NH:7][C:8](=[O:25])[C:9]1[CH:14]=[CH:13][N:12]=[C:11]([C:15]2[CH:20]=[C:19]([F:21])[CH:18]=[CH:17][C:16]=2[NH2:22])[CH:10]=1. (2) Given the reactants [CH3:1][C@@H:2]1[C:10]2[C:5](=[CH:6][C:7](B3OCCNCCO3)=[CH:8][CH:9]=2)[CH2:4][N:3]1[C:19]([C:32]1[CH:37]=[CH:36][CH:35]=[CH:34][CH:33]=1)([C:26]1[CH:31]=[CH:30][CH:29]=[CH:28][CH:27]=1)[C:20]1[CH:25]=[CH:24][CH:23]=[CH:22][CH:21]=1.Br[C:39]1[C:48]([O:49][CH:50]([F:52])[F:51])=[C:47]2[C:42]([C:43](=[O:61])[C:44]([C:56]([O:58][CH2:59][CH3:60])=[O:57])=[CH:45][N:46]2[CH:53]2[CH2:55][CH2:54]2)=[CH:41][CH:40]=1.C(=O)([O-])[O-].[Na+].[Na+], predict the reaction product. The product is: [CH:53]1([N:46]2[C:47]3[C:42](=[CH:41][CH:40]=[C:39]([C:7]4[CH:6]=[C:5]5[C:10](=[CH:9][CH:8]=4)[C@@H:2]([CH3:1])[N:3]([C:19]([C:32]4[CH:37]=[CH:36][CH:35]=[CH:34][CH:33]=4)([C:26]4[CH:27]=[CH:28][CH:29]=[CH:30][CH:31]=4)[C:20]4[CH:25]=[CH:24][CH:23]=[CH:22][CH:21]=4)[CH2:4]5)[C:48]=3[O:49][CH:50]([F:52])[F:51])[C:43](=[O:61])[C:44]([C:56]([O:58][CH2:59][CH3:60])=[O:57])=[CH:45]2)[CH2:55][CH2:54]1.